Dataset: Forward reaction prediction with 1.9M reactions from USPTO patents (1976-2016). Task: Predict the product of the given reaction. (1) Given the reactants Cl[C:2]1[CH:3]=[C:4]([CH:22]=[CH:23][N:24]=1)[C:5]([NH:7][C:8]1[S:9][CH:10]=[C:11]([C:13]2[C:18]([CH3:19])=[CH:17][C:16]([CH3:20])=[CH:15][C:14]=2[CH3:21])[N:12]=1)=[O:6].[CH3:25][N:26]1[CH2:31][CH2:30][NH:29][CH2:28][CH2:27]1.O, predict the reaction product. The product is: [C:14]1([CH3:21])[CH:15]=[C:16]([CH3:20])[CH:17]=[C:18]([CH3:19])[C:13]=1[C:11]1[N:12]=[C:8]([NH:7][C:5](=[O:6])[C:4]2[CH:22]=[CH:23][N:24]=[C:2]([N:29]3[CH2:30][CH2:31][N:26]([CH3:25])[CH2:27][CH2:28]3)[CH:3]=2)[S:9][CH:10]=1. (2) Given the reactants [F:1][C:2]1[C:10]2[NH:9][C:8](=[O:11])[N:7]([CH:12]3[CH2:17][CH2:16][N:15](C(OC(C)(C)C)=O)[CH2:14][CH2:13]3)[C:6]=2[CH:5]=[C:4]([CH3:25])[C:3]=1[F:26].[ClH:27], predict the reaction product. The product is: [ClH:27].[F:1][C:2]1[C:10]2[NH:9][C:8](=[O:11])[N:7]([CH:12]3[CH2:13][CH2:14][NH:15][CH2:16][CH2:17]3)[C:6]=2[CH:5]=[C:4]([CH3:25])[C:3]=1[F:26]. (3) Given the reactants [Cl:1][C:2]1[N:7]=[CH:6][C:5]2[C:8]([CH3:13])([CH3:12])[C:9](=O)[NH:10][C:4]=2[CH:3]=1.C1COCC1, predict the reaction product. The product is: [Cl:1][C:2]1[N:7]=[CH:6][C:5]2[C:8]([CH3:13])([CH3:12])[CH2:9][NH:10][C:4]=2[CH:3]=1. (4) Given the reactants [Br:1][C:2]1[CH:10]=[CH:9][C:5]([C:6](O)=[O:7])=[CH:4][C:3]=1[Cl:11].Cl.[CH3:13][NH:14][O:15][CH3:16].O.ON1C2C=CC=CC=2N=N1.C(N(C(C)C)CC)(C)C.Cl.C(N=C=NCCCN(C)C)C, predict the reaction product. The product is: [Br:1][C:2]1[CH:10]=[CH:9][C:5]([C:6]([N:14]([O:15][CH3:16])[CH3:13])=[O:7])=[CH:4][C:3]=1[Cl:11]. (5) Given the reactants C(OC([NH:8][C:9]1[CH:10]=[C:11]([C@H:15]([NH:19][C:20]([C:22]2[S:23][C:24]([CH:27]([C:34]3[CH:39]=[CH:38][CH:37]=[CH:36][CH:35]=3)[C:28]3[CH:33]=[CH:32][CH:31]=[CH:30][CH:29]=3)=[CH:25][CH:26]=2)=[O:21])[C:16]([OH:18])=[O:17])[CH:12]=[CH:13][CH:14]=1)=O)(C)(C)C.[C:40]([OH:46])([C:42]([F:45])([F:44])[F:43])=[O:41], predict the reaction product. The product is: [NH2:8][C:9]1[CH:10]=[C:11]([CH:15]([NH:19][C:20]([C:22]2[S:23][C:24]([CH:27]([C:34]3[CH:39]=[CH:38][CH:37]=[CH:36][CH:35]=3)[C:28]3[CH:29]=[CH:30][CH:31]=[CH:32][CH:33]=3)=[CH:25][CH:26]=2)=[O:21])[C:16]([OH:18])=[O:17])[CH:12]=[CH:13][CH:14]=1.[C:40]([OH:46])([C:42]([F:45])([F:44])[F:43])=[O:41]. (6) Given the reactants Br[C:2]1[CH:7]=[CH:6][C:5]([O:8][C:9]([F:12])([F:11])[F:10])=[CH:4][CH:3]=1.C(N(CCCC)CCCC)CCC.[C:26]([NH:34][C:35]1[CH:47]=[C:46]([CH:48]=[CH2:49])[CH:45]=[CH:44][C:36]=1[C:37]([O:39][C:40]([CH3:43])([CH3:42])[CH3:41])=[O:38])(=[O:33])[C:27]1[CH:32]=[CH:31][CH:30]=[CH:29][CH:28]=1.C(O)(=O)CC(CC(O)=O)(C(O)=O)O, predict the reaction product. The product is: [C:26]([NH:34][C:35]1[CH:47]=[C:46](/[CH:48]=[CH:49]/[C:2]2[CH:7]=[CH:6][C:5]([O:8][C:9]([F:12])([F:11])[F:10])=[CH:4][CH:3]=2)[CH:45]=[CH:44][C:36]=1[C:37]([O:39][C:40]([CH3:42])([CH3:43])[CH3:41])=[O:38])(=[O:33])[C:27]1[CH:28]=[CH:29][CH:30]=[CH:31][CH:32]=1.